From a dataset of NCI-60 drug combinations with 297,098 pairs across 59 cell lines. Regression. Given two drug SMILES strings and cell line genomic features, predict the synergy score measuring deviation from expected non-interaction effect. (1) Drug 1: CC12CCC(CC1=CCC3C2CCC4(C3CC=C4C5=CN=CC=C5)C)O. Drug 2: CC12CCC3C(C1CCC2O)C(CC4=C3C=CC(=C4)O)CCCCCCCCCS(=O)CCCC(C(F)(F)F)(F)F. Cell line: M14. Synergy scores: CSS=1.96, Synergy_ZIP=1.45, Synergy_Bliss=3.63, Synergy_Loewe=0.842, Synergy_HSA=1.12. (2) Drug 1: CC1=C(N=C(N=C1N)C(CC(=O)N)NCC(C(=O)N)N)C(=O)NC(C(C2=CN=CN2)OC3C(C(C(C(O3)CO)O)O)OC4C(C(C(C(O4)CO)O)OC(=O)N)O)C(=O)NC(C)C(C(C)C(=O)NC(C(C)O)C(=O)NCCC5=NC(=CS5)C6=NC(=CS6)C(=O)NCCC[S+](C)C)O. Drug 2: CNC(=O)C1=NC=CC(=C1)OC2=CC=C(C=C2)NC(=O)NC3=CC(=C(C=C3)Cl)C(F)(F)F. Cell line: SF-539. Synergy scores: CSS=20.3, Synergy_ZIP=-5.73, Synergy_Bliss=-0.209, Synergy_Loewe=-25.9, Synergy_HSA=-4.29. (3) Drug 1: COC1=C2C(=CC3=C1OC=C3)C=CC(=O)O2. Drug 2: CCC1(C2=C(COC1=O)C(=O)N3CC4=CC5=C(C=CC(=C5CN(C)C)O)N=C4C3=C2)O.Cl. Cell line: LOX IMVI. Synergy scores: CSS=8.72, Synergy_ZIP=-18.5, Synergy_Bliss=-36.8, Synergy_Loewe=-42.6, Synergy_HSA=-31.4. (4) Drug 1: C1CCC(CC1)NC(=O)N(CCCl)N=O. Drug 2: CC1=C2C(C(=O)C3(C(CC4C(C3C(C(C2(C)C)(CC1OC(=O)C(C(C5=CC=CC=C5)NC(=O)C6=CC=CC=C6)O)O)OC(=O)C7=CC=CC=C7)(CO4)OC(=O)C)O)C)OC(=O)C. Cell line: NCI-H322M. Synergy scores: CSS=7.05, Synergy_ZIP=-7.44, Synergy_Bliss=-11.7, Synergy_Loewe=-43.5, Synergy_HSA=-11.2. (5) Drug 1: C#CCC(CC1=CN=C2C(=N1)C(=NC(=N2)N)N)C3=CC=C(C=C3)C(=O)NC(CCC(=O)O)C(=O)O. Drug 2: CN(CCCl)CCCl.Cl. Cell line: TK-10. Synergy scores: CSS=10.9, Synergy_ZIP=-5.20, Synergy_Bliss=-1.39, Synergy_Loewe=-0.817, Synergy_HSA=-1.49. (6) Drug 1: COC1=C(C=C2C(=C1)N=CN=C2NC3=CC(=C(C=C3)F)Cl)OCCCN4CCOCC4. Drug 2: CCC(=C(C1=CC=CC=C1)C2=CC=C(C=C2)OCCN(C)C)C3=CC=CC=C3.C(C(=O)O)C(CC(=O)O)(C(=O)O)O. Cell line: M14. Synergy scores: CSS=12.1, Synergy_ZIP=2.10, Synergy_Bliss=1.87, Synergy_Loewe=0.952, Synergy_HSA=1.08. (7) Drug 1: C1=NNC2=C1C(=O)NC=N2. Drug 2: CC(C)CN1C=NC2=C1C3=CC=CC=C3N=C2N. Cell line: MDA-MB-231. Synergy scores: CSS=0.995, Synergy_ZIP=-0.143, Synergy_Bliss=1.13, Synergy_Loewe=0.681, Synergy_HSA=0.0473.